From a dataset of NCI-60 drug combinations with 297,098 pairs across 59 cell lines. Regression. Given two drug SMILES strings and cell line genomic features, predict the synergy score measuring deviation from expected non-interaction effect. (1) Cell line: SNB-75. Drug 2: C1=CC(=CC=C1C#N)C(C2=CC=C(C=C2)C#N)N3C=NC=N3. Synergy scores: CSS=3.01, Synergy_ZIP=-1.71, Synergy_Bliss=1.45, Synergy_Loewe=1.80, Synergy_HSA=2.02. Drug 1: CC(CN1CC(=O)NC(=O)C1)N2CC(=O)NC(=O)C2. (2) Drug 1: CC1CCC2CC(C(=CC=CC=CC(CC(C(=O)C(C(C(=CC(C(=O)CC(OC(=O)C3CCCCN3C(=O)C(=O)C1(O2)O)C(C)CC4CCC(C(C4)OC)O)C)C)O)OC)C)C)C)OC. Drug 2: C(CN)CNCCSP(=O)(O)O. Cell line: RXF 393. Synergy scores: CSS=0.218, Synergy_ZIP=1.04, Synergy_Bliss=5.13, Synergy_Loewe=1.51, Synergy_HSA=1.94. (3) Drug 1: C1CC(=O)NC(=O)C1N2CC3=C(C2=O)C=CC=C3N. Drug 2: C1=NC2=C(N1)C(=S)N=CN2. Cell line: LOX IMVI. Synergy scores: CSS=37.9, Synergy_ZIP=2.37, Synergy_Bliss=2.35, Synergy_Loewe=4.08, Synergy_HSA=4.14.